The task is: Predict which catalyst facilitates the given reaction.. This data is from Catalyst prediction with 721,799 reactions and 888 catalyst types from USPTO. (1) Reactant: [H-].[Na+].[C:3]([O:9][CH3:10])(=[O:8])[C:4]([O:6]C)=O.[CH2:11]([O:18][CH2:19][CH2:20][CH2:21][CH2:22][CH2:23][CH2:24][CH2:25][CH2:26][CH2:27][CH2:28][CH2:29]/[CH:30]=[CH:31]\[CH2:32][CH2:33][CH2:34][CH2:35][C:36]([O:38][CH3:39])=[O:37])[C:12]1[CH:17]=[CH:16][CH:15]=[CH:14][CH:13]=1.Cl. The catalyst class is: 278. Product: [CH2:11]([O:18][CH2:19][CH2:20][CH2:21][CH2:22][CH2:23][CH2:24][CH2:25][CH2:26][CH2:27][CH2:28][CH2:29]/[CH:30]=[CH:31]\[CH2:32][CH2:33][CH2:34][CH:35]([C:36]([O:38][CH3:39])=[O:37])[C:4](=[O:6])[C:3]([O:9][CH3:10])=[O:8])[C:12]1[CH:17]=[CH:16][CH:15]=[CH:14][CH:13]=1. (2) Reactant: [Cl:1][C:2]1[CH:7]=[CH:6][C:5]([CH:8]2[CH2:13][CH2:12][CH2:11][NH:10][CH2:9]2)=[CH:4][CH:3]=1.C(#N)C.[F:17][C:18]([F:23])([F:22])[CH:19]1[CH2:21][O:20]1. Product: [Cl:1][C:2]1[CH:3]=[CH:4][C:5]([CH:8]2[CH2:13][CH2:12][CH2:11][N:10]([CH2:21][CH:19]([OH:20])[C:18]([F:23])([F:22])[F:17])[CH2:9]2)=[CH:6][CH:7]=1. The catalyst class is: 4. (3) Reactant: C([N:8]1[CH:12]=CN=C1)(N1C=CN=C1)=O.N.F[C:15](F)(F)[C:16]([O:18][C:19](=O)[C:20](F)(F)F)=O.N1C=[CH:31][CH:30]=[CH:29][CH:28]=1.[Cl-].[NH4+].[O:35]1[CH2:39][CH2:38][CH2:37][CH2:36]1. Product: [CH:38]1([C:39]([C:29]2[CH:30]=[CH:31][C:16]([O:18][CH:19]([CH3:20])[C:12]#[N:8])=[CH:15][CH:28]=2)=[O:35])[CH2:36][CH2:37]1. The catalyst class is: 232. (4) Reactant: C(=O)([O-])[O-].[K+].[K+].[Cl:7][C:8]1[CH:9]=[CH:10][C:11](F)=[C:12]([CH:15]=1)[C:13]#[N:14].[O:17]=[S:18]1(=[O:37])[CH2:23][CH2:22][N:21]2[CH:24]3[CH2:29][CH2:28][C:27]([C:30]4[CH:35]=[CH:34][C:33]([OH:36])=[CH:32][CH:31]=4)([C:20]2=[N:19]1)[CH2:26][CH2:25]3.CS(C)=O. Product: [Cl:7][C:8]1[CH:9]=[CH:10][C:11]([O:36][C:33]2[CH:34]=[CH:35][C:30]([C:27]34[CH2:28][CH2:29][CH:24]([N:21]5[CH2:22][CH2:23][S:18](=[O:37])(=[O:17])[N:19]=[C:20]53)[CH2:25][CH2:26]4)=[CH:31][CH:32]=2)=[C:12]([CH:15]=1)[C:13]#[N:14]. The catalyst class is: 6. (5) Reactant: [CH3:1]N(C)CCNC.C([Li])CCC.[CH3:13][C:14]1[C:23]([CH3:24])=[CH:22][C:21]2[C:16](=[CH:17][CH:18]=[CH:19][CH:20]=2)[C:15]=1[CH:25]=[O:26].IC.Cl. Product: [CH2:13]([C:14]1[C:23]([CH3:24])=[CH:22][C:21]2[C:16](=[CH:17][CH:18]=[CH:19][CH:20]=2)[C:15]=1[CH:25]=[O:26])[CH3:1]. The catalyst class is: 7. (6) Reactant: [Cl:1][C:2]1[N:7]=[N:6][C:5]([NH:8]C(=O)OC(C)(C)C)=[CH:4][C:3]=1[O:16][CH3:17].FC(F)(F)C(O)=O. Product: [Cl:1][C:2]1[N:7]=[N:6][C:5]([NH2:8])=[CH:4][C:3]=1[O:16][CH3:17]. The catalyst class is: 4.